Dataset: Catalyst prediction with 721,799 reactions and 888 catalyst types from USPTO. Task: Predict which catalyst facilitates the given reaction. (1) Reactant: [O:1]1[CH:6]2[CH:2]1[CH2:3][O:4][CH2:5]2.[N-:7]=[N+:8]=[N-:9].[Na+].[Cl-].[NH4+]. Product: [N:7]([C@@H:6]1[CH2:5][O:4][CH2:3][C@H:2]1[OH:1])=[N+:8]=[N-:9]. The catalyst class is: 5. (2) Reactant: [Cl:1][C:2]1[CH:3]=[N:4][C:5]2[C:10]([C:11]=1[O:12][CH2:13][C:14]13[CH2:21][CH2:20][C:17](C(O)=O)([CH2:18][CH2:19]1)[CH2:16][CH2:15]3)=[N:9][C:8]([O:25][CH3:26])=[CH:7][CH:6]=2.C([N:29](CC)CC)C.C1(P(N=[N+]=[N-])(C2C=CC=CC=2)=O)C=CC=CC=1. Product: [Cl:1][C:2]1[CH:3]=[N:4][C:5]2[C:10]([C:11]=1[O:12][CH2:13][C:14]13[CH2:15][CH2:16][C:17]([NH2:29])([CH2:18][CH2:19]1)[CH2:20][CH2:21]3)=[N:9][C:8]([O:25][CH3:26])=[CH:7][CH:6]=2. The catalyst class is: 11. (3) Reactant: [Cl:1][C:2]1[C:7]([Cl:8])=[CH:6][CH:5]=[CH:4][C:3]=1[CH:9]1[CH2:14][CH2:13][NH:12][CH2:11][CH2:10]1.C(=O)([O-])[O-:16].[K+].[K+].[F:21][C:22]([F:27])([F:26])[CH2:23][CH2:24]I. Product: [Cl:1][C:2]1[C:7]([Cl:8])=[CH:6][CH:5]=[CH:4][C:3]=1[C:9]1([OH:16])[CH2:14][CH2:13][N:12]([CH2:24][CH2:23][C:22]([F:27])([F:26])[F:21])[CH2:11][CH2:10]1. The catalyst class is: 10. (4) Reactant: [F:1][C:2]([F:22])([C:11]1[CH:16]=[CH:15][CH:14]=[C:13]([O:17][CH2:18][CH2:19][CH2:20][CH3:21])[CH:12]=1)[CH2:3][NH:4][CH2:5][C:6]([N:8]([CH3:10])[CH3:9])=[O:7].C=O.[C:25](O)(=O)C. Product: [F:1][C:2]([F:22])([C:11]1[CH:16]=[CH:15][CH:14]=[C:13]([O:17][CH2:18][CH2:19][CH2:20][CH3:21])[CH:12]=1)[CH2:3][N:4]([CH3:25])[CH2:5][C:6]([N:8]([CH3:10])[CH3:9])=[O:7]. The catalyst class is: 1. (5) Reactant: [CH3:1][NH:2][C:3]([CH3:22])([CH3:21])[CH2:4][O:5][C:6]1[CH:11]=[CH:10][C:9]([B:12]2[O:16][C:15]([CH3:18])([CH3:17])[C:14]([CH3:20])([CH3:19])[O:13]2)=[CH:8][CH:7]=1.[C:31](O[C:31]([O:33][C:34]([CH3:37])([CH3:36])[CH3:35])=[O:32])([O:33][C:34]([CH3:37])([CH3:36])[CH3:35])=[O:32]. Product: [C:34]([O:33][C:31](=[O:32])[N:2]([C:3]([CH3:22])([CH3:21])[CH2:4][O:5][C:6]1[CH:7]=[CH:8][C:9]([B:12]2[O:16][C:15]([CH3:18])([CH3:17])[C:14]([CH3:20])([CH3:19])[O:13]2)=[CH:10][CH:11]=1)[CH3:1])([CH3:35])([CH3:36])[CH3:37]. The catalyst class is: 4. (6) Reactant: [CH3:1][C:2]1[C:10]2[C:5](=[CH:6][CH:7]=[C:8]([C:11]#[C:12][Si](C)(C)C)[CH:9]=2)[NH:4][N:3]=1.C([O-])([O-])=O.[K+].[K+].CO. Product: [C:11]([C:8]1[CH:9]=[C:10]2[C:5](=[CH:6][CH:7]=1)[NH:4][N:3]=[C:2]2[CH3:1])#[CH:12]. The catalyst class is: 1. (7) Reactant: C(OC([N:8]1[CH2:13][CH2:12][CH:11]([OH:14])[CH2:10][CH2:9]1)=O)(C)(C)C.[Cl:15][C:16]1[CH:29]=[CH:28][C:19]([O:20][C:21]2[CH:26]=[CH:25][C:24](O)=[CH:23][CH:22]=2)=[CH:18][CH:17]=1.C1(P(C2C=CC=CC=2)C2C=CC=CC=2)C=CC=CC=1.CC(OC(/N=N/C(OC(C)C)=O)=O)C. Product: [Cl:15][C:16]1[CH:29]=[CH:28][C:19]([O:20][C:21]2[CH:26]=[CH:25][C:24]([O:14][CH:11]3[CH2:10][CH2:9][NH:8][CH2:13][CH2:12]3)=[CH:23][CH:22]=2)=[CH:18][CH:17]=1. The catalyst class is: 1. (8) Reactant: [F:1][C:2]([F:23])([P:13](=[O:22])([O:18]C(C)C)[O:14]C(C)C)[P:3](=[O:12])([O:8]C(C)C)[O:4]C(C)C.C[Si](Br)(C)C.C(N(CCCC)CCCC)CCC. Product: [F:23][C:2]([F:1])([P:3](=[O:4])([OH:12])[OH:8])[P:13](=[O:14])([OH:18])[OH:22]. The catalyst class is: 444.